Dataset: Reaction yield outcomes from USPTO patents with 853,638 reactions. Task: Predict the reaction yield, written as a fraction of the theoretical maximum amount of product (1.0 means a 100% yield; for example, 0.34 means a 34% yield). The reactants are [O:1]([CH2:8][CH2:9][CH2:10][CH2:11][CH2:12][CH2:13][CH:14]([C:16]1[O:17][C:18]([CH3:21])=[N:19][N:20]=1)[OH:15])[C:2]1[CH:7]=[CH:6][CH:5]=[CH:4][CH:3]=1.CC(OI1(OC(C)=O)(OC(C)=O)OC(=O)C2C=CC=CC1=2)=O. The catalyst is C(Cl)Cl.[O-]S([O-])(=S)=O.[Na+].[Na+].C([O-])(O)=O.[Na+]. The product is [O:1]([CH2:8][CH2:9][CH2:10][CH2:11][CH2:12][CH2:13][C:14]([C:16]1[O:17][C:18]([CH3:21])=[N:19][N:20]=1)=[O:15])[C:2]1[CH:3]=[CH:4][CH:5]=[CH:6][CH:7]=1. The yield is 0.820.